Dataset: Reaction yield outcomes from USPTO patents with 853,638 reactions. Task: Predict the reaction yield, written as a fraction of the theoretical maximum amount of product (1.0 means a 100% yield; for example, 0.34 means a 34% yield). (1) The reactants are [CH2:1]([C:5]1[N:6]=[C:7]([CH3:27])[NH:8][C:9](=[O:26])[C:10]=1[CH2:11][C:12]1[CH:17]=[CH:16][C:15]([C:18]2[C:19]([C:24]#[N:25])=[CH:20][CH:21]=[CH:22][CH:23]=2)=[CH:14][CH:13]=1)[CH2:2][CH2:3][CH3:4].[H-].[Na+].CN(C)C=O.Br[CH2:36][C:37]1[CH:42]=[CH:41][C:40]([CH3:43])=[CH:39][CH:38]=1. The catalyst is C(OCC)(=O)C. The product is [CH2:1]([C:5]1[N:6]=[C:7]([CH3:27])[N:8]([CH2:36][C:37]2[CH:42]=[CH:41][C:40]([CH3:43])=[CH:39][CH:38]=2)[C:9](=[O:26])[C:10]=1[CH2:11][C:12]1[CH:17]=[CH:16][C:15]([C:18]2[C:19]([C:24]#[N:25])=[CH:20][CH:21]=[CH:22][CH:23]=2)=[CH:14][CH:13]=1)[CH2:2][CH2:3][CH3:4]. The yield is 0.610. (2) The reactants are [CH3:1][N:2]1[CH:6]=[CH:5][N:4]=[CH:3]1.C([Li])CCC.[C:12]([O:16][C:17]([N:19]1[CH2:24][CH2:23][C:22](=[O:25])[CH2:21][CH2:20]1)=[O:18])([CH3:15])([CH3:14])[CH3:13]. The catalyst is O1CCCC1. The product is [OH:25][C:22]1([C:3]2[N:2]([CH3:1])[CH:6]=[CH:5][N:4]=2)[CH2:21][CH2:20][N:19]([C:17]([O:16][C:12]([CH3:15])([CH3:14])[CH3:13])=[O:18])[CH2:24][CH2:23]1. The yield is 0.840. (3) The reactants are O.Cl.[C:3]([NH2:11])(=[NH:10])[C:4]1[CH:9]=[CH:8][CH:7]=[CH:6][CH:5]=1.[Na].[CH3:13][O:14][C:15](=[O:24])[C:16]([CH:19](OC)OC)=[CH:17]O.O. The catalyst is CN(C=O)C. The product is [CH3:13][O:14][C:15]([C:16]1[CH:17]=[N:10][C:3]([C:4]2[CH:9]=[CH:8][CH:7]=[CH:6][CH:5]=2)=[N:11][CH:19]=1)=[O:24]. The yield is 0.740. (4) The reactants are S(Cl)(Cl)=O.[OH:5][C:6]1[CH:14]=[CH:13][C:9]([C:10]([OH:12])=[O:11])=[C:8]([O:15][CH3:16])[CH:7]=1.[CH3:17]O. No catalyst specified. The product is [OH:5][C:6]1[CH:14]=[CH:13][C:9]([C:10]([O:12][CH3:17])=[O:11])=[C:8]([O:15][CH3:16])[CH:7]=1. The yield is 0.990. (5) The reactants are [C:1]1([CH3:29])[CH:6]=[CH:5][CH:4]=[CH:3][C:2]=1[O:7][C:8]1[CH:13]=[CH:12][CH:11]=[CH:10][C:9]=1[C:14]([C@@H:16]1[CH2:21][CH2:20][CH2:19][N:18]([C:22]([O:24][C:25]([CH3:28])([CH3:27])[CH3:26])=[O:23])[CH2:17]1)=[O:15]. The catalyst is C1COCC1. The product is [C:1]1([CH3:29])[CH:6]=[CH:5][CH:4]=[CH:3][C:2]=1[O:7][C:8]1[CH:13]=[CH:12][CH:11]=[CH:10][C:9]=1[C@:14]([C@@H:16]1[CH2:21][CH2:20][CH2:19][N:18]([C:22]([O:24][C:25]([CH3:26])([CH3:28])[CH3:27])=[O:23])[CH2:17]1)([OH:15])[CH2:5][CH2:6][CH2:1][CH2:2][O:7][CH3:8]. The yield is 0.830. (6) The reactants are O[CH2:2][C:3]([C:5]1[CH:10]=[CH:9][CH:8]=[CH:7][CH:6]=1)=[O:4].N1[CH:16]=[CH:15][C:14]([CH:17]=O)=[CH:13][CH:12]=1.O([CH3:21])[Na]. The catalyst is C1COCC1. The product is [C:14]1([CH:17]=[CH:2][C:3]([C:5]2[CH:10]=[CH:9][CH:8]=[CH:7][CH:6]=2)=[O:4])[CH:15]=[CH:16][CH:21]=[CH:12][CH:13]=1. The yield is 0.290. (7) The reactants are [F:1][C:2]([F:12])([F:11])[C:3]1[CH:4]=[C:5]([CH:8]=[CH:9][CH:10]=1)[CH:6]=O.[OH-:13].[Na+].[NH2:15]O.Cl. No catalyst specified. The product is [F:1][C:2]([F:12])([F:11])[C:3]1[CH:4]=[C:5]([CH:8]=[CH:9][CH:10]=1)[CH:6]=[N:15][OH:13]. The yield is 0.930. (8) The reactants are [CH3:1][O:2][C:3]([C:5]1[CH:6]=[C:7]([N+:22]([O-])=O)[C:8]([N:11]2[CH2:16][CH2:15][S:14][CH2:13][CH:12]2[C:17](OCC)=[O:18])=[N:9][CH:10]=1)=[O:4].P(OC1C=CC=CC=1)(OC1C=CC=CC=1)OC1C=CC=CC=1.[H][H]. The catalyst is ClCCl.[NH4+].[O-][V](=O)=O.[Pt]. The product is [O:18]=[C:17]1[NH:22][C:7]2[CH:6]=[C:5]([C:3]([O:2][CH3:1])=[O:4])[CH:10]=[N:9][C:8]=2[N:11]2[CH2:16][CH2:15][S:14][CH2:13][CH:12]12. The yield is 0.960.